Dataset: Forward reaction prediction with 1.9M reactions from USPTO patents (1976-2016). Task: Predict the product of the given reaction. (1) Given the reactants [F:1][C:2]1[CH:7]=[CH:6][C:5]([C:8]2[N:12]3[CH:13]=[CH:14][C:15]([C:17]4([CH3:24])[CH2:21][O:20]C(C)(C)[O:18]4)=[N:16][C:11]3=[N:10][CH:9]=2)=[CH:4][C:3]=1[C:25]1[CH:26]=[N:27][CH:28]=[CH:29][CH:30]=1, predict the reaction product. The product is: [F:1][C:2]1[CH:7]=[CH:6][C:5]([C:8]2[N:12]3[CH:13]=[CH:14][C:15]([C:17]([OH:18])([CH3:24])[CH2:21][OH:20])=[N:16][C:11]3=[N:10][CH:9]=2)=[CH:4][C:3]=1[C:25]1[CH:26]=[N:27][CH:28]=[CH:29][CH:30]=1. (2) The product is: [I:2][C:3]1[CH:11]=[N:10][CH:9]=[CH:8][C:4]=1[CH2:5][OH:6]. Given the reactants Cl.[I:2][C:3]1[CH:11]=[N:10][CH:9]=[CH:8][C:4]=1[C:5](O)=[O:6].ClC1C(CO)=CC(F)=C(Cl)N=1, predict the reaction product. (3) Given the reactants [H-].[Na+].[Si:3]([O:10][CH:11]1[CH2:16][CH2:15][CH:14]([C:17](=[O:25])[CH2:18]P(=O)(OC)OC)[CH2:13][CH2:12]1)([C:6]([CH3:9])([CH3:8])[CH3:7])([CH3:5])[CH3:4].[F:26][C:27]1[C:32]([CH:33]=O)=[C:31]([C:35]2[N:36]=[CH:37][N:38]([C:40]([C:53]3[CH:58]=[CH:57][CH:56]=[CH:55][CH:54]=3)([C:47]3[CH:52]=[CH:51][CH:50]=[CH:49][CH:48]=3)[C:41]3[CH:46]=[CH:45][CH:44]=[CH:43][CH:42]=3)[CH:39]=2)[CH:30]=[CH:29][N:28]=1, predict the reaction product. The product is: [Si:3]([O:10][CH:11]1[CH2:12][CH2:13][CH:14]([C:17](=[O:25])[CH:18]=[CH:33][C:32]2[C:27]([F:26])=[N:28][CH:29]=[CH:30][C:31]=2[C:35]2[N:36]=[CH:37][N:38]([C:40]([C:47]3[CH:52]=[CH:51][CH:50]=[CH:49][CH:48]=3)([C:41]3[CH:42]=[CH:43][CH:44]=[CH:45][CH:46]=3)[C:53]3[CH:58]=[CH:57][CH:56]=[CH:55][CH:54]=3)[CH:39]=2)[CH2:15][CH2:16]1)([C:6]([CH3:7])([CH3:8])[CH3:9])([CH3:4])[CH3:5]. (4) The product is: [CH3:1][O:2][C:3]1[CH:8]=[CH:7][C:6]([O:9][CH2:11][C:12]#[N:13])=[CH:5][CH:4]=1. Given the reactants [CH3:1][O:2][C:3]1[CH:8]=[CH:7][C:6]([OH:9])=[CH:5][CH:4]=1.Cl[CH2:11][C:12]#[N:13].C([O-])([O-])=O.[K+].[K+], predict the reaction product. (5) Given the reactants [N:1]1[CH:6]=[CH:5][CH:4]=[CH:3][C:2]=1[O:7][CH2:8][C:9]1[N:14]=[CH:13][C:12]([CH:15]=O)=[CH:11][CH:10]=1.[N+:17]([CH3:20])([O-:19])=[O:18].C([O-])(=O)C.[NH4+].[BH4-].[Na+].C(=O)([O-])O.[Na+], predict the reaction product. The product is: [N+:17]([CH2:20][CH2:15][C:12]1[CH:11]=[CH:10][C:9]([CH2:8][O:7][C:2]2[CH:3]=[CH:4][CH:5]=[CH:6][N:1]=2)=[N:14][CH:13]=1)([O-:19])=[O:18].